Dataset: hERG potassium channel inhibition data for cardiac toxicity prediction from Karim et al.. Task: Regression/Classification. Given a drug SMILES string, predict its toxicity properties. Task type varies by dataset: regression for continuous values (e.g., LD50, hERG inhibition percentage) or binary classification for toxic/non-toxic outcomes (e.g., AMES mutagenicity, cardiotoxicity, hepatotoxicity). Dataset: herg_karim. (1) The compound is CC(C)Oc1cc([C@@](Cc2ccccc2)(NC[C@@H](O)C(F)(F)F)c2cc(F)cc(OC(F)(F)C(F)F)c2)ccc1F. The result is 0 (non-blocker). (2) The compound is CC(C)(C)NC(=O)c1c[nH]c2ncc(-c3n[nH]c4c(C(C)(C)O)cccc34)nc12. The result is 1 (blocker). (3) The molecule is COc1ccc(-c2cnc3nc(N4CCC(N5CCCCC5)CC4)sc3c2)cn1. The result is 1 (blocker). (4) The drug is Cc1cccc(C)c1C1(O)CCC(N2CC(NC(=O)CNC(=O)c3cccc(C(F)(F)F)c3)C2)CC1. The result is 1 (blocker). (5) The molecule is CC#CC(CC(=O)O)c1ccc(Oc2ccc(C(F)(F)F)cc2OC(F)F)cc1F. The result is 0 (non-blocker). (6) The result is 0 (non-blocker). The drug is COc1ccc(-n2c(C)nnc2SCc2nc(-c3ccc(OC)c(OC)c3)no2)cc1. (7) The molecule is c1ccc(-c2nn3c(c2-c2ccnc4cc(OCCN5CCOCC5)ccc24)CCC3)nc1. The result is 0 (non-blocker).